This data is from Catalyst prediction with 721,799 reactions and 888 catalyst types from USPTO. The task is: Predict which catalyst facilitates the given reaction. (1) Reactant: [F:1][C:2]1[CH:7]=[CH:6][C:5]([N:8]2[CH:12]=[CH:11][CH:10]=[N:9]2)=[CH:4][CH:3]=1.[Cl:13][S:14](O)(=[O:16])=[O:15]. Product: [F:1][C:2]1[CH:3]=[CH:4][C:5]([N:8]2[CH:12]=[C:11]([S:14]([Cl:13])(=[O:16])=[O:15])[CH:10]=[N:9]2)=[CH:6][CH:7]=1. The catalyst class is: 22. (2) Reactant: CC(OC(/N=N/C(OC(C)C)=O)=O)C.[CH2:15]([O:17][C:18]([C:20]1([NH:25][C:26]([CH:28]2[CH2:32][CH:31]([OH:33])[CH2:30][CH:29]2[C:34](=[O:43])[N:35]([CH2:37][CH2:38][CH2:39][CH2:40][CH:41]=[CH2:42])[CH3:36])=[O:27])[CH2:22][CH:21]1[CH:23]=[CH2:24])=[O:19])[CH3:16].O[C:45]1[C:54]2[C:49](=[C:50]([CH3:57])[C:51]([O:55][CH3:56])=[CH:52][CH:53]=2)[N:48]=[C:47]([N:58]2[CH:62]=[CH:61][C:60]([CH:63]([CH3:65])[CH3:64])=[N:59]2)[N:46]=1.C1(P(C2C=CC=CC=2)C2C=CC=CC=2)C=CC=CC=1. Product: [CH2:15]([O:17][C:18]([C:20]1([NH:25][C:26]([CH:28]2[CH2:32][CH:31]([O:33][C:45]3[C:54]4[C:49](=[C:50]([CH3:57])[C:51]([O:55][CH3:56])=[CH:52][CH:53]=4)[N:48]=[C:47]([N:58]4[CH:62]=[CH:61][C:60]([CH:63]([CH3:65])[CH3:64])=[N:59]4)[N:46]=3)[CH2:30][CH:29]2[C:34](=[O:43])[N:35]([CH2:37][CH2:38][CH2:39][CH2:40][CH:41]=[CH2:42])[CH3:36])=[O:27])[CH2:22][CH:21]1[CH:23]=[CH2:24])=[O:19])[CH3:16]. The catalyst class is: 3. (3) Reactant: [F:1][CH:2]([F:33])[O:3][C:4]1[CH:5]=[C:6]([CH:9]=[C:10]([O:12][C:13]2[C:18](=[O:19])[N:17](CC3C=CC(OC)=CC=3)[CH:16]=[N:15][C:14]=2[C:29]([F:32])([F:31])[F:30])[CH:11]=1)[C:7]#[N:8].O=[N+]([O-])[O-].[O-][N+](=O)[O-].[O-][N+](=O)[O-].[O-][N+](=O)[O-].[O-][N+](=O)[O-].[O-][N+](=O)[O-].[Ce+4].[NH4+].[NH4+].O. Product: [F:33][CH:2]([F:1])[O:3][C:4]1[CH:5]=[C:6]([CH:9]=[C:10]([O:12][C:13]2[C:18](=[O:19])[NH:17][CH:16]=[N:15][C:14]=2[C:29]([F:32])([F:31])[F:30])[CH:11]=1)[C:7]#[N:8]. The catalyst class is: 115. (4) Reactant: [OH-].[Li+].[CH3:3][C:4]1([CH3:52])[C:8](=[O:9])[N:7]([C@@H:10]([CH2:27][CH:28]2[CH2:30][CH2:29]2)[C:11]([NH:13][CH:14]([C:21]2[CH:22]=[N:23][CH:24]=[CH:25][CH:26]=2)[CH2:15][C:16]([O:18]CC)=[O:17])=[O:12])[C:6](=[O:31])[N:5]1[CH2:32][C:33]1[CH:38]=[CH:37][C:36]([NH:39][C:40]([NH:42][C:43]2[CH:48]=[CH:47][CH:46]=[CH:45][C:44]=2[CH3:49])=[O:41])=[C:35]([O:50][CH3:51])[CH:34]=1.[ClH:53]. Product: [ClH:53].[CH3:3][C:4]1([CH3:52])[C:8](=[O:9])[N:7]([C@@H:10]([CH2:27][CH:28]2[CH2:30][CH2:29]2)[C:11]([NH:13][CH:14]([C:21]2[CH:22]=[N:23][CH:24]=[CH:25][CH:26]=2)[CH2:15][C:16]([OH:18])=[O:17])=[O:12])[C:6](=[O:31])[N:5]1[CH2:32][C:33]1[CH:38]=[CH:37][C:36]([NH:39][C:40]([NH:42][C:43]2[CH:48]=[CH:47][CH:46]=[CH:45][C:44]=2[CH3:49])=[O:41])=[C:35]([O:50][CH3:51])[CH:34]=1. The catalyst class is: 5. (5) Reactant: [C:1]([O:5][C@@H:6]([C:11]1[C:39]([CH3:40])=[CH:38][N:37]2[N:41]=[C:34]3[CH:35]=[C:36]2[C:12]=1[N:13]1[CH2:45][CH2:44][C:16]([CH3:46])([O:17][CH2:18][CH:19]=[CH:20][CH2:21][O:22][C:23]2[CH:24]=[CH:25][CH:26]=[CH:27][C:28]=2[CH2:29][C:30](=O)[CH2:31][NH:32][C:33]3=O)[CH2:15][CH2:14]1)[C:7]([O:9]C)=[O:8])([CH3:4])([CH3:3])[CH3:2].COC1C=CC(P2(SP(C3C=CC(OC)=CC=3)(=S)S2)=[S:56])=CC=1.[OH-].[Na+]. Product: [C:1]([O:5][C@@H:6]([C:11]1[C:39]([CH3:40])=[CH:38][N:37]2[N:41]=[C:34]3[CH:35]=[C:36]2[C:12]=1[N:13]1[CH2:45][CH2:44][C:16]([CH3:46])([O:17][CH2:18][CH:19]=[CH:20][CH2:21][O:22][C:23]2[CH:24]=[CH:25][CH:26]=[CH:27][C:28]=2[CH2:29][C:30]2[S:56][C:33]3=[N:32][CH:31]=2)[CH2:15][CH2:14]1)[C:7]([OH:9])=[O:8])([CH3:4])([CH3:3])[CH3:2]. The catalyst class is: 224.